Dataset: Reaction yield outcomes from USPTO patents with 853,638 reactions. Task: Predict the reaction yield, written as a fraction of the theoretical maximum amount of product (1.0 means a 100% yield; for example, 0.34 means a 34% yield). (1) The reactants are C(OC(=O)C)(=O)C.C([O-])=O.[Na+].[CH:12]([O:15][C:16]([N:18]1[CH2:24][CH2:23][CH2:22][CH:21]([N:25]([C:41](=[O:43])C)[CH2:26][C:27]2[CH:32]=[C:31]([C:33]([F:36])([F:35])[F:34])[CH:30]=[C:29]([C:37]([F:40])([F:39])[F:38])[CH:28]=2)[C:20]2[CH:44]=[CH:45][C:46]([Cl:48])=[CH:47][C:19]1=2)=[O:17])([CH3:14])[CH3:13]. The catalyst is C(O)=O. The product is [CH:12]([O:15][C:16]([N:18]1[CH2:24][CH2:23][CH2:22][CH:21]([N:25]([CH2:26][C:27]2[CH:32]=[C:31]([C:33]([F:36])([F:35])[F:34])[CH:30]=[C:29]([C:37]([F:40])([F:39])[F:38])[CH:28]=2)[CH:41]=[O:43])[C:20]2[CH:44]=[CH:45][C:46]([Cl:48])=[CH:47][C:19]1=2)=[O:17])([CH3:14])[CH3:13]. The yield is 0.640. (2) The reactants are [NH2:1][C:2]1[N:3]=[C:4]([C:17]2[CH:18]=[C:19]([O:23][CH2:24][C@H:25]([NH:28][C:29](=[O:35])[O:30][C:31]([CH3:34])([CH3:33])[CH3:32])[CH2:26][CH3:27])[CH:20]=[N:21][CH:22]=2)[CH:5]=[C:6]2[C:11]=1[CH:10]=[N:9][C:8]1[CH:12]=[CH:13][C:14](Br)=[CH:15][C:7]2=1.[N:36]1[C:45]2[C:40](=[CH:41][CH:42]=[CH:43][CH:44]=2)[CH:39]=[C:38](B(O)O)[CH:37]=1.C(=O)([O-])[O-].[K+].[K+].COCCOC. The catalyst is C(Cl)Cl.C1C=CC([P]([Pd]([P](C2C=CC=CC=2)(C2C=CC=CC=2)C2C=CC=CC=2)([P](C2C=CC=CC=2)(C2C=CC=CC=2)C2C=CC=CC=2)[P](C2C=CC=CC=2)(C2C=CC=CC=2)C2C=CC=CC=2)(C2C=CC=CC=2)C2C=CC=CC=2)=CC=1.O. The product is [NH2:1][C:2]1[N:3]=[C:4]([C:17]2[CH:18]=[C:19]([O:23][CH2:24][C@H:25]([NH:28][C:29](=[O:35])[O:30][C:31]([CH3:34])([CH3:33])[CH3:32])[CH2:26][CH3:27])[CH:20]=[N:21][CH:22]=2)[CH:5]=[C:6]2[C:11]=1[CH:10]=[N:9][C:8]1[CH:12]=[CH:13][C:14]([C:38]3[CH:37]=[N:36][C:45]4[C:40]([CH:39]=3)=[CH:41][CH:42]=[CH:43][CH:44]=4)=[CH:15][C:7]2=1. The yield is 0.430. (3) The reactants are [CH2:1]([NH:8][C:9](=[O:18])[NH:10][CH2:11][C:12]1([C:15]([OH:17])=O)[CH2:14][CH2:13]1)[C:2]1[CH:7]=[CH:6][CH:5]=[CH:4][CH:3]=1.[NH2:19][C@@H:20]([CH2:43][C:44]1[CH:49]=[CH:48][C:47]([O:50][C:51]([CH3:54])([CH3:53])[CH3:52])=[CH:46][CH:45]=1)[C:21]([N:23]([CH2:35][CH:36]([O:40][CH2:41][CH3:42])[O:37][CH2:38][CH3:39])[CH2:24][C:25]1[CH:26]=[CH:27][CH:28]=[C:29]2[C:34]=1[N:33]=[CH:32][CH:31]=[CH:30]2)=[O:22]. No catalyst specified. The product is [CH2:1]([NH:8][C:9](=[O:18])[NH:10][CH2:11][C:12]1([C:15]([NH:19][C@@H:20]([CH2:43][C:44]2[CH:49]=[CH:48][C:47]([O:50][C:51]([CH3:53])([CH3:52])[CH3:54])=[CH:46][CH:45]=2)[C:21]([N:23]([CH2:35][CH:36]([O:37][CH2:38][CH3:39])[O:40][CH2:41][CH3:42])[CH2:24][C:25]2[CH:26]=[CH:27][CH:28]=[C:29]3[C:34]=2[N:33]=[CH:32][CH:31]=[CH:30]3)=[O:22])=[O:17])[CH2:13][CH2:14]1)[C:2]1[CH:3]=[CH:4][CH:5]=[CH:6][CH:7]=1. The yield is 0.810. (4) The reactants are [C:1]([C:5]1[CH:9]=[C:8]([NH2:10])[N:7]([C:11]2[CH:16]=[CH:15][C:14]([CH3:17])=[CH:13][CH:12]=2)[N:6]=1)([CH3:4])([CH3:3])[CH3:2].[C:18]([O-:21])(O)=O.[Na+].ClC(OC(Cl)=O)(Cl)Cl.[NH2:31][C:32]1[C:41]2[C:36](=[CH:37][CH:38]=[CH:39][CH:40]=2)[C:35]([O:42][C:43]([C:46]2[CH:51]=[CH:50][N:49]=[C:48]([NH2:52])[CH:47]=2)([CH3:45])[CH3:44])=[CH:34][CH:33]=1.CCN(C(C)C)C(C)C. The yield is 0.510. The product is [NH2:52][C:48]1[CH:47]=[C:46]([C:43]([O:42][C:35]2[C:36]3[C:41](=[CH:40][CH:39]=[CH:38][CH:37]=3)[C:32]([NH:31][C:18]([NH:10][C:8]3[N:7]([C:11]4[CH:12]=[CH:13][C:14]([CH3:17])=[CH:15][CH:16]=4)[N:6]=[C:5]([C:1]([CH3:4])([CH3:3])[CH3:2])[CH:9]=3)=[O:21])=[CH:33][CH:34]=2)([CH3:45])[CH3:44])[CH:51]=[CH:50][N:49]=1. The catalyst is C(Cl)Cl.C1COCC1.CCOC(C)=O.O. (5) The reactants are BrC[C:3]1[CH:4]=[C:5]([CH:8]=[CH:9][CH:10]=1)[C:6]#[N:7].[CH3:11][C:12]([O:15][C:16]([NH:18][C:19]([O:21][C:22]([CH3:25])([CH3:24])[CH3:23])=[O:20])=[O:17])([CH3:14])[CH3:13].C(=O)([O-])[O-].[Cs+].[Cs+]. The catalyst is C1COCC1.[I-].[Li+]. The product is [C:22]([O:21][C:19]([N:18]([C:16]([O:15][C:12]([CH3:14])([CH3:13])[CH3:11])=[O:17])[C:3]1[CH:4]=[C:5]([CH:8]=[CH:9][CH:10]=1)[C:6]#[N:7])=[O:20])([CH3:25])([CH3:24])[CH3:23]. The yield is 0.870. (6) The reactants are [Br:1][C:2]1[CH:7]=[C:6]([F:8])[CH:5]=[CH:4][C:3]=1[CH:9]1[C:14]([C:15]([O:17][CH2:18][CH3:19])=[O:16])=[C:13]([CH3:20])[NH:12][C:11]([C:21]2[S:22][C:23]([F:26])=[CH:24][N:25]=2)=[N:10]1.C1C(=O)N([Br:34])C(=O)C1. No catalyst specified. The product is [Br:1][C:2]1[CH:7]=[C:6]([F:8])[CH:5]=[CH:4][C:3]=1[CH:9]1[C:14]([C:15]([O:17][CH2:18][CH3:19])=[O:16])=[C:13]([CH2:20][Br:34])[NH:12][C:11]([C:21]2[S:22][C:23]([F:26])=[CH:24][N:25]=2)=[N:10]1. The yield is 0.860. (7) The reactants are [Cl:1][C:2]1[CH:7]=[C:6]([Cl:8])[CH:5]=[CH:4][C:3]=1[CH:9]([OH:12])[CH:10]=[CH2:11].[Cr](O[Cr]([O-])(=O)=O)([O-])(=O)=O.[K+].[K+].S(=O)(=O)(O)O. The catalyst is C(OCC)(=O)C. The product is [Cl:1][C:2]1[CH:7]=[C:6]([Cl:8])[CH:5]=[CH:4][C:3]=1[C:9](=[O:12])[CH:10]=[CH2:11]. The yield is 0.550.